Dataset: NCI-60 drug combinations with 297,098 pairs across 59 cell lines. Task: Regression. Given two drug SMILES strings and cell line genomic features, predict the synergy score measuring deviation from expected non-interaction effect. (1) Drug 1: CNC(=O)C1=NC=CC(=C1)OC2=CC=C(C=C2)NC(=O)NC3=CC(=C(C=C3)Cl)C(F)(F)F. Drug 2: C1CN(CCN1C(=O)CCBr)C(=O)CCBr. Cell line: NCI-H226. Synergy scores: CSS=1.19, Synergy_ZIP=-0.427, Synergy_Bliss=-0.959, Synergy_Loewe=-6.66, Synergy_HSA=-4.12. (2) Drug 1: C1C(C(OC1N2C=NC(=NC2=O)N)CO)O. Drug 2: COCCOC1=C(C=C2C(=C1)C(=NC=N2)NC3=CC=CC(=C3)C#C)OCCOC.Cl. Cell line: SK-OV-3. Synergy scores: CSS=11.5, Synergy_ZIP=-6.15, Synergy_Bliss=-7.33, Synergy_Loewe=-3.72, Synergy_HSA=-2.73. (3) Drug 1: C1=CC(=CC=C1CCC2=CNC3=C2C(=O)NC(=N3)N)C(=O)NC(CCC(=O)O)C(=O)O. Drug 2: CS(=O)(=O)CCNCC1=CC=C(O1)C2=CC3=C(C=C2)N=CN=C3NC4=CC(=C(C=C4)OCC5=CC(=CC=C5)F)Cl. Cell line: MOLT-4. Synergy scores: CSS=64.4, Synergy_ZIP=1.88, Synergy_Bliss=1.48, Synergy_Loewe=-24.7, Synergy_HSA=0.363. (4) Synergy scores: CSS=18.6, Synergy_ZIP=-3.31, Synergy_Bliss=6.19, Synergy_Loewe=-24.0, Synergy_HSA=-1.48. Drug 1: CCC1(CC2CC(C3=C(CCN(C2)C1)C4=CC=CC=C4N3)(C5=C(C=C6C(=C5)C78CCN9C7C(C=CC9)(C(C(C8N6C=O)(C(=O)OC)O)OC(=O)C)CC)OC)C(=O)OC)O.OS(=O)(=O)O. Cell line: KM12. Drug 2: C1CCC(C(C1)N)N.C(=O)(C(=O)[O-])[O-].[Pt+4]. (5) Drug 1: CC1=C(C=C(C=C1)NC2=NC=CC(=N2)N(C)C3=CC4=NN(C(=C4C=C3)C)C)S(=O)(=O)N.Cl. Drug 2: C1=CC(=C2C(=C1NCCNCCO)C(=O)C3=C(C=CC(=C3C2=O)O)O)NCCNCCO. Cell line: SK-MEL-5. Synergy scores: CSS=34.1, Synergy_ZIP=7.01, Synergy_Bliss=10.7, Synergy_Loewe=-5.17, Synergy_HSA=8.61. (6) Drug 1: CS(=O)(=O)C1=CC(=C(C=C1)C(=O)NC2=CC(=C(C=C2)Cl)C3=CC=CC=N3)Cl. Drug 2: CC1=C(C(CCC1)(C)C)C=CC(=CC=CC(=CC(=O)O)C)C. Cell line: OVCAR3. Synergy scores: CSS=1.31, Synergy_ZIP=0.942, Synergy_Bliss=-3.01, Synergy_Loewe=-8.11, Synergy_HSA=-8.01. (7) Drug 1: C1=CC(=CC=C1CC(C(=O)O)N)N(CCCl)CCCl.Cl. Drug 2: C1CN(CCN1C(=O)CCBr)C(=O)CCBr. Cell line: SK-MEL-2. Synergy scores: CSS=11.5, Synergy_ZIP=8.69, Synergy_Bliss=15.4, Synergy_Loewe=6.28, Synergy_HSA=7.33.